Task: Predict the reactants needed to synthesize the given product.. Dataset: Full USPTO retrosynthesis dataset with 1.9M reactions from patents (1976-2016) (1) Given the product [CH:10]1[C:11]2[CH:12]([CH2:14][O:15][C:16]([NH:18][C@H:19]([C:23]([N:25]([CH3:42])[C@@H:26]([C@@H:38]([CH3:41])[CH2:39][CH3:40])[C@H:27]([O:36][CH3:37])[CH2:28][C:29]([N:65]3[CH2:66][CH2:67][CH2:68][C@H:64]3[C@H:46]([O:45][CH3:44])[C@@H:47]([CH3:63])[C:48]([NH:50][C@H:51]([C:59]([O:61][CH3:62])=[O:60])[CH2:52][C:53]3[CH:54]=[CH:55][CH:56]=[CH:57][CH:58]=3)=[O:49])=[O:30])=[O:24])[CH:20]([CH3:22])[CH3:21])=[O:17])[C:13]3[C:5](=[CH:4][CH:3]=[CH:2][CH:1]=3)[C:6]=2[CH:7]=[CH:8][CH:9]=1, predict the reactants needed to synthesize it. The reactants are: [CH:1]1[C:13]2[CH:12]([CH2:14][O:15][C:16]([NH:18][C@H:19]([C:23]([N:25]([CH3:42])[C@@H:26]([C@@H:38]([CH3:41])[CH2:39][CH3:40])[C@H:27]([O:36][CH3:37])[CH2:28][C:29](OC(C)(C)C)=[O:30])=[O:24])[CH:20]([CH3:22])[CH3:21])=[O:17])[C:11]3[C:6](=[CH:7][CH:8]=[CH:9][CH:10]=3)[C:5]=2[CH:4]=[CH:3][CH:2]=1.Cl.[CH3:44][O:45][C@@H:46]([C@@H:64]1[CH2:68][CH2:67][CH2:66][NH:65]1)[C@@H:47]([CH3:63])[C:48]([NH:50][C@H:51]([C:59]([O:61][CH3:62])=[O:60])[CH2:52][C:53]1[CH:58]=[CH:57][CH:56]=[CH:55][CH:54]=1)=[O:49].CN(C(ON1N=NC2C=CC=NC1=2)=[N+](C)C)C.F[P-](F)(F)(F)(F)F.CCN(C(C)C)C(C)C. (2) Given the product [CH2:30]([C:29]1[C:28](=[O:32])[O:27][CH2:26][C:25]=1[N:3]1[CH2:4][CH2:5][C:6]2([CH2:11][CH2:10][N:9]([C:12]([O:14][C:15]([CH3:18])([CH3:17])[CH3:16])=[O:13])[CH2:8][CH2:7]2)[C:2]1=[O:1])[CH3:31], predict the reactants needed to synthesize it. The reactants are: [O:1]=[C:2]1[C:6]2([CH2:11][CH2:10][N:9]([C:12]([O:14][C:15]([CH3:18])([CH3:17])[CH3:16])=[O:13])[CH2:8][CH2:7]2)[CH2:5][CH2:4][NH:3]1.FC(F)(F)S(O[C:25]1[CH2:26][O:27][C:28](=[O:32])[C:29]=1[CH2:30][CH3:31])(=O)=O.CC1(C)C2C(=C(P(C3C=CC=CC=3)C3C=CC=CC=3)C=CC=2)OC2C(P(C3C=CC=CC=3)C3C=CC=CC=3)=CC=CC1=2.O.C(=O)([O-])[O-].[K+].[K+]. (3) Given the product [O:1]1[C:5]2[CH:6]=[CH:7][CH:8]=[CH:9][C:4]=2[C:3]([CH2:10][C:11]([NH:30][S:27]([C:26]([F:32])([F:31])[F:25])(=[O:29])=[O:28])=[O:13])=[N:2]1, predict the reactants needed to synthesize it. The reactants are: [O:1]1[C:5]2[CH:6]=[CH:7][CH:8]=[CH:9][C:4]=2[C:3]([CH2:10][C:11]([OH:13])=O)=[N:2]1.C(N=C=NCCCN(C)C)C.[F:25][C:26]([F:32])([F:31])[S:27]([NH2:30])(=[O:29])=[O:28].